From a dataset of Full USPTO retrosynthesis dataset with 1.9M reactions from patents (1976-2016). Predict the reactants needed to synthesize the given product. (1) Given the product [CH3:16][O:11][C:10](=[O:12])[C:9]1[CH:13]=[CH:14][CH:15]=[C:7]([C:5]2[N:6]=[C:2]([CH3:1])[O:3][CH:4]=2)[CH:8]=1, predict the reactants needed to synthesize it. The reactants are: [CH3:1][C:2]1[O:3][CH:4]=[C:5]([C:7]2[CH:8]=[C:9]([CH:13]=[CH:14][CH:15]=2)[C:10]([OH:12])=[O:11])[N:6]=1.[CH3:16]COCC. (2) Given the product [CH3:1][N:2]([CH2:3][C:4]1[CH:5]=[N:6][CH:7]=[CH:8][CH:9]=1)[C:10](=[O:11])[O:12][C:13]([CH3:16])([CH3:15])[CH3:14], predict the reactants needed to synthesize it. The reactants are: [CH3:1][NH:2][CH2:3][C:4]1[CH:5]=[N:6][CH:7]=[CH:8][CH:9]=1.[C:10](O[C:10]([O:12][C:13]([CH3:16])([CH3:15])[CH3:14])=[O:11])([O:12][C:13]([CH3:16])([CH3:15])[CH3:14])=[O:11]. (3) Given the product [NH2:13][C:10]1[CH:11]=[C:12]2[C:7](=[CH:8][C:9]=1[N+:17]([O-:19])=[O:18])[N:6]([CH3:20])[C:5](=[O:21])[CH:4]2[CH:1]([CH3:3])[CH3:2], predict the reactants needed to synthesize it. The reactants are: [CH:1]([CH:4]1[C:12]2[C:7](=[CH:8][C:9]([N+:17]([O-:19])=[O:18])=[C:10]([NH:13]C(=O)C)[CH:11]=2)[N:6]([CH3:20])[C:5]1=[O:21])([CH3:3])[CH3:2].Cl.